Dataset: Full USPTO retrosynthesis dataset with 1.9M reactions from patents (1976-2016). Task: Predict the reactants needed to synthesize the given product. Given the product [F:1][C:2]1[CH:3]=[N:4][C:5]([NH:8][C:9]2[S:10][C:11]3[CH2:17][CH2:16][N:15]([CH2:18][CH2:19][N:20]4[CH2:21][CH2:22][N:23]([CH:40]([CH3:41])[CH3:39])[CH2:24][CH2:25]4)[C:14]4=[N:26][N:27]([CH2:29][C:30]5[CH:35]=[CH:34][C:33]([O:36][CH3:37])=[CH:32][CH:31]=5)[CH:28]=[C:13]4[C:12]=3[N:38]=2)=[N:6][CH:7]=1, predict the reactants needed to synthesize it. The reactants are: [F:1][C:2]1[CH:3]=[N:4][C:5]([NH:8][C:9]2[S:10][C:11]3[CH2:17][CH2:16][N:15]([CH2:18][CH2:19][N:20]4[CH2:25][CH2:24][NH:23][CH2:22][CH2:21]4)[C:14]4=[N:26][N:27]([CH2:29][C:30]5[CH:35]=[CH:34][C:33]([O:36][CH3:37])=[CH:32][CH:31]=5)[CH:28]=[C:13]4[C:12]=3[N:38]=2)=[N:6][CH:7]=1.[CH3:39][C:40](=O)[CH3:41].[BH-](OC(C)=O)(OC(C)=O)OC(C)=O.[Na+].